This data is from Forward reaction prediction with 1.9M reactions from USPTO patents (1976-2016). The task is: Predict the product of the given reaction. (1) The product is: [Cl:24][C:20]1[C:19]([F:25])=[C:18]([CH:23]=[CH:22][CH:21]=1)[CH2:17][C:12]1[CH:13]=[C:14]2[C:9](=[N:10][C:11]=1[O:26][CH3:27])[N:8]([C@H:28]([CH2:32][OH:33])[CH:29]([CH3:31])[CH3:30])[CH:7]=[C:6]([C:4]([OH:5])=[O:3])[C:15]2=[O:16]. Given the reactants C([O:3][C:4]([C:6]1[C:15](=[O:16])[C:14]2[C:9](=[N:10][C:11]([O:26][CH3:27])=[C:12]([CH2:17][C:18]3[CH:23]=[CH:22][CH:21]=[C:20]([Cl:24])[C:19]=3[F:25])[CH:13]=2)[N:8]([C@H:28]([C:32](C)(C)[O:33][SiH2]C(C)(C)C)[CH:29]([CH3:31])[CH3:30])[CH:7]=1)=[O:5])C.C[O-].[Na+], predict the reaction product. (2) Given the reactants C[O-].[Na+].C([O:7][C@@H:8]1[C@@H:31]([O:32]C(=O)C)[C@H:30]([O:36]C(=O)C)[C@@H:29]([CH2:40][O:41]C(=O)C)[O:28][C@H:9]1[O:10][C:11]1[CH:16]=[CH:15][CH:14]=[CH:13][C:12]=1[CH2:17][C:18]1[CH:23]=[CH:22][C:21]([C:24]([O:26][CH3:27])=[O:25])=[CH:20][CH:19]=1)(=O)C, predict the reaction product. The product is: [O:10]([C:11]1[CH:16]=[CH:15][CH:14]=[CH:13][C:12]=1[CH2:17][C:18]1[CH:23]=[CH:22][C:21]([C:24]([O:26][CH3:27])=[O:25])=[CH:20][CH:19]=1)[C@@H:9]1[O:28][C@H:29]([CH2:40][OH:41])[C@@H:30]([OH:36])[C@H:31]([OH:32])[C@H:8]1[OH:7].